From a dataset of Full USPTO retrosynthesis dataset with 1.9M reactions from patents (1976-2016). Predict the reactants needed to synthesize the given product. (1) Given the product [NH2:31][CH:30]([CH2:29][C:28]1[CH:35]=[CH:36][C:25]([C:2]2[CH:7]=[C:6]([O:8][CH:9]([C:14]3[CH:19]=[CH:18][C:17]([F:20])=[C:16]([F:21])[CH:15]=3)[C:10]([F:13])([F:12])[F:11])[N:5]=[CH:4][CH:37]=2)=[CH:26][CH:27]=1)[C:32]([OH:34])=[O:33], predict the reactants needed to synthesize it. The reactants are: Cl[C:2]1[CH:7]=[C:6]([O:8][CH:9]([C:14]2[CH:19]=[CH:18][C:17]([F:20])=[C:16]([F:21])[CH:15]=2)[C:10]([F:13])([F:12])[F:11])[N:5]=[CH:4]N=1.B([C:25]1[CH:36]=[CH:35][C:28]([CH2:29][C@@H:30]([C:32]([OH:34])=[O:33])[NH2:31])=[CH:27][CH:26]=1)(O)O.[C:37](#N)C.C(=O)([O-])[O-].[Na+].[Na+]. (2) Given the product [Cl:1][C:2]1[CH:7]=[CH:6][CH:5]=[CH:4][C:3]=1[CH:8]([CH:22]1[CH2:26][CH2:25][CH2:24][CH2:23]1)[NH:9][C:10]([C:12]1[CH:13]=[C:14]2[C:18](=[CH:19][CH:20]=1)[NH:17][N:16]=[C:15]2[C:38]1[CH:39]=[CH:40][C:35]([O:34][CH:31]2[CH2:30][CH2:29][N:28]([CH3:27])[CH2:33][CH2:32]2)=[CH:36][CH:37]=1)=[O:11], predict the reactants needed to synthesize it. The reactants are: [Cl:1][C:2]1[CH:7]=[CH:6][CH:5]=[CH:4][C:3]=1[CH:8]([CH:22]1[CH2:26][CH2:25][CH2:24][CH2:23]1)[NH:9][C:10]([C:12]1[CH:13]=[C:14]2[C:18](=[CH:19][CH:20]=1)[NH:17][N:16]=[C:15]2I)=[O:11].[CH3:27][N:28]1[CH2:33][CH2:32][CH:31]([O:34][C:35]2[CH:40]=[CH:39][C:38](B3OC(C)(C)C(C)(C)O3)=[CH:37][CH:36]=2)[CH2:30][CH2:29]1.C([O-])([O-])=O.[Na+].[Na+]. (3) Given the product [CH3:1][O:2][C:3]1[C:8]([CH3:9])=[CH:7][N:6]=[C:5]([CH:10]=[O:11])[CH:4]=1, predict the reactants needed to synthesize it. The reactants are: [CH3:1][O:2][C:3]1[C:8]([CH3:9])=[CH:7][N:6]=[C:5]([CH2:10][OH:11])[CH:4]=1. (4) Given the product [CH:29]1([C:34]2[CH:35]=[C:36]3[N:41]([C:42]=2[C:43](=[O:47])[C:44]([NH:21][C:18]2[CH:19]=[CH:20][C:15]([N:12]4[CH2:13][CH2:14][N:9]([C:4]5[CH:3]=[C:2]([CH3:1])[CH:7]=[C:6]([CH3:8])[N:5]=5)[CH2:10][CH2:11]4)=[CH:16][CH:17]=2)=[O:45])[CH2:40][CH2:39][CH2:38][CH2:37]3)[CH2:33][CH2:32][CH2:31][CH2:30]1, predict the reactants needed to synthesize it. The reactants are: [CH3:1][C:2]1[CH:7]=[C:6]([CH3:8])[N:5]=[C:4]([N:9]2[CH2:14][CH2:13][N:12]([C:15]3[CH:20]=[CH:19][C:18]([NH2:21])=[CH:17][CH:16]=3)[CH2:11][CH2:10]2)[CH:3]=1.C(N(CC)CC)C.[CH:29]1([C:34]2[CH:35]=[C:36]3[N:41]([C:42]=2[C:43](=[O:47])[C:44](Cl)=[O:45])[CH2:40][CH2:39][CH2:38][CH2:37]3)[CH2:33][CH2:32][CH2:31][CH2:30]1. (5) Given the product [CH:33]1([NH:36][C:8]([N:10]2[C:16]([CH3:17])=[CH:15][C:14]3[CH:18]=[CH:19][C:20]([Cl:22])=[CH:21][C:13]=3[C:12]([C:23]3[CH:28]=[CH:27][C:26]([N+:29]([O-:31])=[O:30])=[C:25]([CH3:32])[CH:24]=3)=[N:11]2)=[O:7])[CH2:35][CH2:34]1, predict the reactants needed to synthesize it. The reactants are: C1([O:7][C:8]([N:10]2[C:16]([CH3:17])=[CH:15][C:14]3[CH:18]=[CH:19][C:20]([Cl:22])=[CH:21][C:13]=3[C:12]([C:23]3[CH:28]=[CH:27][C:26]([N+:29]([O-:31])=[O:30])=[C:25]([CH3:32])[CH:24]=3)=[N:11]2)=O)C=CC=CC=1.[CH:33]1([NH2:36])[CH2:35][CH2:34]1. (6) The reactants are: [CH3:1][N:2]([CH3:19])[CH2:3][CH2:4][N:5]1[CH2:11][CH2:10][CH2:9][C:8]2[NH:12][C:13]([CH:16]=O)=[C:14]([CH3:15])[C:7]=2[C:6]1=[O:18].[F:20][C:21]1[CH:22]=[C:23]2[C:27](=[CH:28][C:29]=1[NH:30][C:31](=[O:35])[CH2:32][O:33][CH3:34])[NH:26][C:25](=[O:36])[CH2:24]2. Given the product [CH3:1][N:2]([CH3:19])[CH2:3][CH2:4][N:5]1[CH2:11][CH2:10][CH2:9][C:8]2[NH:12][C:13]([CH:16]=[C:24]3[C:23]4[C:27](=[CH:28][C:29]([NH:30][C:31](=[O:35])[CH2:32][O:33][CH3:34])=[C:21]([F:20])[CH:22]=4)[NH:26][C:25]3=[O:36])=[C:14]([CH3:15])[C:7]=2[C:6]1=[O:18], predict the reactants needed to synthesize it.